Task: Predict the reactants needed to synthesize the given product.. Dataset: Full USPTO retrosynthesis dataset with 1.9M reactions from patents (1976-2016) (1) Given the product [CH3:1][O:2][C:3](=[O:27])[NH:4][C@@H:5]1[C@@H:9]([N:10]2[CH2:15][C:14]([F:18])([F:17])[CH2:13][CH2:12][C:11]2=[O:19])[CH2:8][N:7]([CH2:20][C:21]2[CH:26]=[CH:25][CH:24]=[CH:23][CH:22]=2)[CH2:6]1, predict the reactants needed to synthesize it. The reactants are: [CH3:1][O:2][C:3](=[O:27])[NH:4][C@@H:5]1[C@@H:9]([NH:10][C:11](=[O:19])[CH2:12][CH2:13][C:14]([F:18])([F:17])[CH2:15]Cl)[CH2:8][N:7]([CH2:20][C:21]2[CH:26]=[CH:25][CH:24]=[CH:23][CH:22]=2)[CH2:6]1.CC(C)([O-])C.[Na+]. (2) Given the product [ClH:1].[NH2:2][C@@H:3]([CH2:7]/[CH:8]=[CH:9]\[CH2:10][C@H:11]1[CH2:12][CH2:13][CH2:14][CH2:15]/[C:16](=[N:20]/[OH:19])/[NH:17]1)[C:4]([OH:6])=[O:5], predict the reactants needed to synthesize it. The reactants are: [ClH:1].[NH2:2][C@@H:3]([CH2:7]/[CH:8]=[CH:9]\[CH2:10][C@@H:11]1[N:17]2C(=O)[O:19][N:20]=[C:16]2[CH2:15][CH2:14][CH2:13][CH2:12]1)[C:4]([OH:6])=[O:5].[K].[OH-].[Na+]. (3) The reactants are: [CH3:1][C:2]([O:7][SiH2:8][O:9][C:10]([CH3:15])([CH2:12][CH:13]=[CH2:14])[CH3:11])([CH2:4][CH:5]=[CH2:6])[CH3:3].B(C1C(F)=C(F)C(F)=C(F)C=1F)(C1C(F)=C(F)C(F)=C(F)C=1F)C1C(F)=C(F)C(F)=C(F)C=1F. Given the product [CH3:3][C:2]1([CH3:1])[CH2:4][CH2:5][CH2:6][Si:8]2([CH2:14][CH2:13][CH2:12][C:10]([CH3:15])([CH3:11])[O:9]2)[O:7]1, predict the reactants needed to synthesize it.